Predict which catalyst facilitates the given reaction. From a dataset of Catalyst prediction with 721,799 reactions and 888 catalyst types from USPTO. (1) Reactant: C[O:2][C:3](=[O:29])[C:4]1[CH:9]=[CH:8][C:7]([CH:10]2[CH2:15][CH2:14][N:13]([C:16]3[CH:21]=[CH:20][C:19]([CH2:22][N:23]4[CH2:28][CH2:27][O:26][CH2:25][CH2:24]4)=[CH:18][CH:17]=3)[CH2:12][CH2:11]2)=[CH:6][CH:5]=1.[OH-].[Na+].Cl. Product: [N:23]1([CH2:22][C:19]2[CH:18]=[CH:17][C:16]([N:13]3[CH2:14][CH2:15][CH:10]([C:7]4[CH:6]=[CH:5][C:4]([C:3]([OH:29])=[O:2])=[CH:9][CH:8]=4)[CH2:11][CH2:12]3)=[CH:21][CH:20]=2)[CH2:28][CH2:27][O:26][CH2:25][CH2:24]1. The catalyst class is: 12. (2) Reactant: [Si](OS(C(F)(F)F)(=O)=O)(C)(C)C.[CH2:13](O)C=C.Cl[C:18](Cl)(Cl)[C:19]([O:21][C@H:22]1[O:35][C@H:34]([CH2:36][O:37][C:38](=[O:40])[CH3:39])[C@@H:29]([O:30][C:31](=[O:33])[CH3:32])[C@H:24]([O:25][C:26](=[O:28])[CH3:27])[C@H:23]1[NH:41][C:42](=[O:47])[C:43]([Cl:46])([Cl:45])[Cl:44])=N.CCOC(C)=O. Product: [C:26]([O:25][C@H:24]1[C@H:29]([O:30][C:31](=[O:33])[CH3:32])[C@@H:34]([CH2:36][O:37][C:38](=[O:40])[CH3:39])[O:35][C@@H:22]([O:21][CH2:19][CH:18]=[CH2:13])[C@@H:23]1[NH:41][C:42](=[O:47])[C:43]([Cl:46])([Cl:45])[Cl:44])(=[O:28])[CH3:27]. The catalyst class is: 347. (3) Reactant: [NH2:1][C:2]1[C:3]2[C:10]([C:11]#[C:12][C:13]3[CH:18]=[C:17]([O:19][CH3:20])[CH:16]=[C:15]([O:21][CH3:22])[CH:14]=3)=[CH:9][N:8]([CH:23]3[CH2:26][N:25]([C:27](=[O:32])[CH:28]=[CH:29][CH2:30]Br)[CH2:24]3)[C:4]=2[N:5]=[CH:6][N:7]=1.[NH:33]1[CH2:36][CH2:35][CH2:34]1. Product: [NH2:1][C:2]1[C:3]2[C:10]([C:11]#[C:12][C:13]3[CH:18]=[C:17]([O:19][CH3:20])[CH:16]=[C:15]([O:21][CH3:22])[CH:14]=3)=[CH:9][N:8]([CH:23]3[CH2:26][N:25]([C:27](=[O:32])[CH:28]=[CH:29][CH2:30][N:33]4[CH2:36][CH2:35][CH2:34]4)[CH2:24]3)[C:4]=2[N:5]=[CH:6][N:7]=1. The catalyst class is: 1. (4) The catalyst class is: 8. Product: [CH:1]1[C:10]2[N:9]3[CH2:11][CH2:12][CH2:13][CH2:14][CH2:15][CH:8]3[CH2:7][N:6]3[CH2:16][CH2:17][NH:18][CH2:22][C:4]([C:5]=23)=[CH:3][CH:2]=1. Reactant: [CH:1]1[C:10]2[N:9]3[CH2:11][CH2:12][CH2:13][CH2:14][CH2:15][CH:8]3[CH2:7][N:6]([CH2:16][CH2:17][NH2:18])[C:5]=2[CH:4]=[CH:3][CH:2]=1.C=O.F[C:22](F)(F)C(O)=O.